From a dataset of Reaction yield outcomes from USPTO patents with 853,638 reactions. Predict the reaction yield, written as a fraction of the theoretical maximum amount of product (1.0 means a 100% yield; for example, 0.34 means a 34% yield). The reactants are [CH3:1][C:2]1[C:3]2[CH:4]=[CH:5][C:6]([O:13][CH2:14][CH2:15][CH2:16][CH:17]=O)=[N:7][C:8]=2[NH:9][C:10](=[O:12])[CH:11]=1.Cl.[Cl:20][C:21]1[C:26]([Cl:27])=[CH:25][CH:24]=[CH:23][C:22]=1[N:28]1[CH2:33][CH2:32][NH:31][CH2:30][CH2:29]1.C(N(CC)CC)C.C(O[BH-](OC(=O)C)OC(=O)C)(=O)C.[Na+]. The catalyst is ClCCCl. The product is [Cl:20][C:21]1[C:26]([Cl:27])=[CH:25][CH:24]=[CH:23][C:22]=1[N:28]1[CH2:33][CH2:32][N:31]([CH2:17][CH2:16][CH2:15][CH2:14][O:13][C:6]2[N:7]=[C:8]3[C:3]([C:2]([CH3:1])=[CH:11][C:10](=[O:12])[NH:9]3)=[CH:4][CH:5]=2)[CH2:30][CH2:29]1. The yield is 0.630.